This data is from Full USPTO retrosynthesis dataset with 1.9M reactions from patents (1976-2016). The task is: Predict the reactants needed to synthesize the given product. (1) The reactants are: C([NH:8][S:9]([N:12]1[CH2:16][CH2:15][C:14]([F:18])([F:17])[CH2:13]1)(=[O:11])=[O:10])(OC(C)(C)C)=O.C(C1(S([NH-])(=O)=O)CC1)C. Given the product [F:18][C:14]1([F:17])[CH2:15][CH2:16][N:12]([S:9]([NH2:8])(=[O:11])=[O:10])[CH2:13]1, predict the reactants needed to synthesize it. (2) Given the product [Cl:14][C:15]1[C:16]([CH3:25])=[C:17]([S:21]([NH:1][C:2]2[N:7]=[C:6](/[CH:8]=[C:9](\[O:13][S:21]([C:17]3[CH:18]=[CH:19][CH:20]=[C:15]([Cl:14])[C:16]=3[CH3:25])(=[O:22])=[O:23])/[CH2:10][CH2:11][CH3:12])[CH:5]=[CH:4][CH:3]=2)(=[O:23])=[O:22])[CH:18]=[CH:19][CH:20]=1.[CH:17]([S:21]([OH:23])(=[O:13])=[O:22])=[CH2:18], predict the reactants needed to synthesize it. The reactants are: [NH2:1][C:2]1[N:7]=[C:6]([CH2:8][C:9](=[O:13])[CH2:10][CH2:11][CH3:12])[CH:5]=[CH:4][CH:3]=1.[Cl:14][C:15]1[C:16]([CH3:25])=[C:17]([S:21](Cl)(=[O:23])=[O:22])[CH:18]=[CH:19][CH:20]=1. (3) Given the product [C:82]([C:79]([C:75]1[CH:74]=[C:73]([CH:78]=[CH:77][CH:76]=1)[C:72]([NH:71][C:66]1[CH:67]=[CH:68][C:69]([CH3:70])=[C:64]([N:60]2[C:59](=[O:85])[C:58]3[C:63](=[C:54]([NH:86][CH2:87][C:88](=[O:89])[NH:90][CH3:91])[CH:55]=[CH:56][CH:57]=3)[N:62]=[CH:61]2)[CH:65]=1)=[O:84])([CH3:80])[CH3:81])#[N:83], predict the reactants needed to synthesize it. The reactants are: CC(C)([O-])C.[Na+].C1C=CC(P(C2C(C3C(P(C4C=CC=CC=4)C4C=CC=CC=4)=CC=C4C=3C=CC=C4)=C3C(C=CC=C3)=CC=2)C2C=CC=CC=2)=CC=1.Cl[C:54]1[CH:55]=[CH:56][CH:57]=[C:58]2[C:63]=1[N:62]=[CH:61][N:60]([C:64]1[CH:65]=[C:66]([NH:71][C:72](=[O:84])[C:73]3[CH:78]=[CH:77][CH:76]=[C:75]([C:79]([C:82]#[N:83])([CH3:81])[CH3:80])[CH:74]=3)[CH:67]=[CH:68][C:69]=1[CH3:70])[C:59]2=[O:85].[NH2:86][CH2:87][C:88]([NH:90][CH3:91])=[O:89].Cl. (4) Given the product [Br:1][C:2]1[N:6]2[N:7]=[C:8]([NH:17][CH2:16][CH2:15][CH2:14][N:13]([CH3:12])[C:18]3[CH:23]=[CH:22][CH:21]=[CH:20][CH:19]=3)[CH:9]=[CH:10][C:5]2=[N:4][CH:3]=1, predict the reactants needed to synthesize it. The reactants are: [Br:1][C:2]1[N:6]2[N:7]=[C:8](F)[CH:9]=[CH:10][C:5]2=[N:4][CH:3]=1.[CH3:12][N:13]([C:18]1[CH:23]=[CH:22][CH:21]=[CH:20][CH:19]=1)[CH2:14][CH2:15][CH2:16][NH2:17].CN(C=O)C. (5) Given the product [CH2:17]([N:24]1[CH2:29][CH2:28][CH:27]([O:30][C:10]2[C:9]3[C:4](=[CH:5][C:6]([O:15][CH3:16])=[C:7]([O:13][CH3:14])[CH:8]=3)[N:3]=[C:2]([Cl:1])[N:11]=2)[CH2:26][CH2:25]1)[C:18]1[CH:19]=[CH:20][CH:21]=[CH:22][CH:23]=1, predict the reactants needed to synthesize it. The reactants are: [Cl:1][C:2]1[N:11]=[C:10](Cl)[C:9]2[C:4](=[CH:5][C:6]([O:15][CH3:16])=[C:7]([O:13][CH3:14])[CH:8]=2)[N:3]=1.[CH2:17]([N:24]1[CH2:29][CH2:28][CH:27]([OH:30])[CH2:26][CH2:25]1)[C:18]1[CH:23]=[CH:22][CH:21]=[CH:20][CH:19]=1.CC([O-])(C)C.[K+].O. (6) Given the product [CH3:25][C:22]([CH3:23])([CH3:24])[C:21]#[C:20][C:7]1[S:6][C:5]([C:3]([OH:2])=[O:4])=[C:9]([N:10]([C:11]([C@H:13]2[CH2:18][CH2:17][C@H:16]([CH3:19])[CH2:15][CH2:14]2)=[O:12])[CH2:27][C:28]2[O:29][C:30]([CH3:33])=[N:31][N:32]=2)[CH:8]=1, predict the reactants needed to synthesize it. The reactants are: C[O:2][C:3]([C:5]1[S:6][C:7]([C:20]#[C:21][C:22]([CH3:25])([CH3:24])[CH3:23])=[CH:8][C:9]=1[NH:10][C:11]([C@H:13]1[CH2:18][CH2:17][C@H:16]([CH3:19])[CH2:15][CH2:14]1)=[O:12])=[O:4].Cl[CH2:27][C:28]1[O:29][C:30]([CH3:33])=[N:31][N:32]=1.C(N(CC)CC)C. (7) Given the product [Cl:23][C:20]1[CH:21]=[CH:22][C:17]([NH:16][C:2]2[N:7]=[CH:6][C:5]([C:8]([N:10]3[CH2:15][CH2:14][CH2:13][CH2:12][CH2:11]3)=[O:9])=[CH:4][CH:3]=2)=[N:18][CH:19]=1, predict the reactants needed to synthesize it. The reactants are: Cl[C:2]1[N:7]=[CH:6][C:5]([C:8]([N:10]2[CH2:15][CH2:14][CH2:13][CH2:12][CH2:11]2)=[O:9])=[CH:4][CH:3]=1.[NH2:16][C:17]1[CH:22]=[CH:21][C:20]([Cl:23])=[CH:19][N:18]=1.CC([O-])(C)C.[K+].CC(OC)(C)C.